This data is from Forward reaction prediction with 1.9M reactions from USPTO patents (1976-2016). The task is: Predict the product of the given reaction. (1) The product is: [Cl:1][C:2]1[C:7]([CH:8]2[CH2:13][CH2:12][N:11]([C:54]3([CH2:56][CH2:57][OH:58])[CH2:55][O:52][CH2:53]3)[CH2:10][CH2:9]2)=[CH:6][C:5]([C:14]#[N:15])=[CH:4][C:3]=1[NH:16][C:17]1[N:22]=[C:21]([N:23]([CH:33]2[CH2:35][CH2:34]2)[CH2:24][C:25]2[CH:30]=[CH:29][C:28]([O:31][CH3:32])=[CH:27][CH:26]=2)[C:20]2=[N:36][CH:37]=[C:38]([C:39]#[N:40])[N:19]2[N:18]=1. Given the reactants [Cl:1][C:2]1[C:7]([CH:8]2[CH2:13][CH2:12][NH:11][CH2:10][CH2:9]2)=[CH:6][C:5]([C:14]#[N:15])=[CH:4][C:3]=1[NH:16][C:17]1[N:22]=[C:21]([N:23]([CH:33]2[CH2:35][CH2:34]2)[CH2:24][C:25]2[CH:30]=[CH:29][C:28]([O:31][CH3:32])=[CH:27][CH:26]=2)[C:20]2=[N:36][CH:37]=[C:38]([C:39]#[N:40])[N:19]2[N:18]=1.N12CCCN=C1CCCCC2.[O:52]1[CH2:55][C:54](=[CH:56][CH:57]=[O:58])[CH2:53]1.[BH4-].[Na+], predict the reaction product. (2) Given the reactants [CH2:1]([N:3]([CH2:32][CH3:33])[CH2:4][CH2:5][O:6][C:7]1[CH:8]=[CH:9][C:10]([NH:13][C:14]2[CH:23]=[C:22]3[C:17]([CH:18]=[C:19]([C:26]4[CH:31]=[CH:30][CH:29]=[CH:28][CH:27]=4)[C:20](=[O:25])[N:21]3[CH3:24])=[CH:16][N:15]=2)=[N:11][CH:12]=1)[CH3:2].BrC[CH2:36][O:37][CH3:38].CI, predict the reaction product. The product is: [CH2:32]([N:3]([CH2:1][CH3:2])[CH2:4][CH2:5][O:6][C:7]1[CH:8]=[CH:9][C:10]([NH:13][C:14]2[CH:23]=[C:22]3[C:17]([CH:18]=[C:19]([C:26]4[CH:31]=[CH:30][CH:29]=[CH:28][CH:27]=4)[C:20](=[O:25])[N:21]3[CH2:24][CH2:36][O:37][CH3:38])=[CH:16][N:15]=2)=[N:11][CH:12]=1)[CH3:33]. (3) Given the reactants [CH2:1]([O:3][C:4](=[O:21])[C:5]1[CH:10]=[C:9]([O:11][C:12]([F:15])([F:14])[F:13])[C:8]([CH:16]=[CH2:17])=[CH:7][C:6]=1[N+:18]([O-])=O)[CH3:2].[Cl-].[NH4+], predict the reaction product. The product is: [CH2:1]([O:3][C:4](=[O:21])[C:5]1[CH:10]=[C:9]([O:11][C:12]([F:13])([F:14])[F:15])[C:8]([CH:16]=[CH2:17])=[CH:7][C:6]=1[NH2:18])[CH3:2]. (4) Given the reactants [Br:1][C:2]1[CH:7]=[CH:6][C:5](I)=[CH:4][CH:3]=1.[CH3:9][Si:10]([C:13]#[CH:14])([CH3:12])[CH3:11].C1C=CC=CC=1.C(N(CC)CC)C, predict the reaction product. The product is: [Br:1][C:2]1[CH:7]=[CH:6][C:5]([C:14]#[C:13][Si:10]([CH3:12])([CH3:11])[CH3:9])=[CH:4][CH:3]=1. (5) Given the reactants Br[C:2]1[CH:3]=[C:4]([C:9]([OH:11])=O)[CH:5]=[N:6][C:7]=1Cl.N1[CH:17]=[CH:16][C:15]([CH2:18][OH:19])=CC=1.[C:20]([C:22]1[CH:27]=[CH:26][C:25](B(O)O)=[CH:24][CH:23]=1)#[N:21].[NH2:31][C@@H:32]1[CH2:37][CH2:36][CH2:35][CH2:34][C@H:33]1[OH:38], predict the reaction product. The product is: [C:20]([C:22]1[CH:27]=[CH:26][C:25]([C:2]2[C:7]([O:19][CH2:18][CH:15]3[CH2:16][CH2:17]3)=[N:6][CH:5]=[C:4]([CH:3]=2)[C:9]([NH:31][C@@H:32]2[CH2:37][CH2:36][CH2:35][CH2:34][C@H:33]2[OH:38])=[O:11])=[CH:24][CH:23]=1)#[N:21]. (6) The product is: [CH3:15][S:16]([O:7][C@H:2]([CH2:3][CH2:4][CH2:5][CH3:6])[CH3:1])(=[O:18])=[O:17]. Given the reactants [CH3:1][C@H:2]([OH:7])[CH2:3][CH2:4][CH2:5][CH3:6].C(N(CC)CC)C.[CH3:15][S:16](Cl)(=[O:18])=[O:17].[Cl-].[NH4+], predict the reaction product.